From a dataset of Full USPTO retrosynthesis dataset with 1.9M reactions from patents (1976-2016). Predict the reactants needed to synthesize the given product. (1) Given the product [C:1]([NH:8][C@H:9]([C:18]([O:20][C:21]([CH3:24])([CH3:23])[CH3:22])=[O:19])[CH2:10][C:11]1[CH:12]=[CH:13][C:14]([O:17][S:31]([C:34]([F:37])([F:36])[F:35])(=[O:33])=[O:32])=[CH:15][CH:16]=1)([O:3][C:4]([CH3:5])([CH3:7])[CH3:6])=[O:2], predict the reactants needed to synthesize it. The reactants are: [C:1]([NH:8][C@H:9]([C:18]([O:20][C:21]([CH3:24])([CH3:23])[CH3:22])=[O:19])[CH2:10][C:11]1[CH:16]=[CH:15][C:14]([OH:17])=[CH:13][CH:12]=1)([O:3][C:4]([CH3:7])([CH3:6])[CH3:5])=[O:2].N1C=CC=CC=1.[S:31](O[S:31]([C:34]([F:37])([F:36])[F:35])(=[O:33])=[O:32])([C:34]([F:37])([F:36])[F:35])(=[O:33])=[O:32]. (2) Given the product [CH3:1][C:2]1[S:3][C:4]([CH3:32])=[C:5]([CH2:21][C:22]2[CH:23]=[CH:24][C:25]([C:28]([F:30])([F:31])[F:29])=[CH:26][CH:27]=2)[C:6]=1[C:7]([NH:9][C@H:10]([C:12]1[CH:20]=[CH:19][C:15]([C:16]([O-:18])=[O:17])=[CH:14][CH:13]=1)[CH3:11])=[O:8].[Na+:40], predict the reactants needed to synthesize it. The reactants are: [CH3:1][C:2]1[S:3][C:4]([CH3:32])=[C:5]([CH2:21][C:22]2[CH:27]=[CH:26][C:25]([C:28]([F:31])([F:30])[F:29])=[CH:24][CH:23]=2)[C:6]=1[C:7]([NH:9][C@H:10]([C:12]1[CH:20]=[CH:19][C:15]([C:16]([OH:18])=[O:17])=[CH:14][CH:13]=1)[CH3:11])=[O:8].C1COCC1.O.[OH-].[Na+:40]. (3) Given the product [NH2:19][CH2:18][C:17]([N:6]1[CH2:5][CH2:4][C:3]2[C:8](=[CH:9][CH:10]=[C:11]([F:12])[C:2]=2[Br:1])[CH:7]1[CH2:13][C:14]([OH:16])=[O:15])=[O:27], predict the reactants needed to synthesize it. The reactants are: [Br:1][C:2]1[C:11]([F:12])=[CH:10][CH:9]=[C:8]2[C:3]=1[CH2:4][CH2:5][N:6]([C:17](=[O:27])[CH2:18][NH:19]C(OC(C)(C)C)=O)[CH:7]2[CH2:13][C:14]([OH:16])=[O:15]. (4) Given the product [CH2:3]([N:10]1[CH2:17][CH:16]2[O:18][CH:12]([CH2:13][N:14]([CH2:20][CH2:21][OH:22])[CH2:15]2)[CH2:11]1)[C:4]1[CH:5]=[CH:6][CH:7]=[CH:8][CH:9]=1, predict the reactants needed to synthesize it. The reactants are: Cl.Cl.[CH2:3]([N:10]1[CH2:17][CH:16]2[O:18][CH:12]([CH2:13][NH:14][CH2:15]2)[CH2:11]1)[C:4]1[CH:9]=[CH:8][CH:7]=[CH:6][CH:5]=1.Br[CH2:20][CH2:21][OH:22].[I-].[K+].C(=O)([O-])[O-].[Cs+].[Cs+]. (5) Given the product [Cl:31][C:10]1[C:9]([O:12][CH:13]([CH3:15])[CH3:14])=[CH:8][C:7]([NH:16][C:17](=[O:23])[O:18][C:19]([CH3:21])([CH3:20])[CH3:22])=[C:6]2[C:11]=1[C:2](=[O:1])[NH:3][CH2:4][CH2:5]2, predict the reactants needed to synthesize it. The reactants are: [O:1]=[C:2]1[C:11]2[C:6](=[C:7]([NH:16][C:17](=[O:23])[O:18][C:19]([CH3:22])([CH3:21])[CH3:20])[CH:8]=[C:9]([O:12][CH:13]([CH3:15])[CH3:14])[CH:10]=2)[CH2:5][CH2:4][NH:3]1.C1C(=O)N([Cl:31])C(=O)C1. (6) Given the product [CH2:1]([S:8][C:9]1[C:10]([Cl:17])=[C:11]([N:18]2[CH2:22][CH2:21][CH2:20][C:19]2=[O:23])[CH:12]=[CH:13][CH:14]=1)[C:2]1[CH:7]=[CH:6][CH:5]=[CH:4][CH:3]=1, predict the reactants needed to synthesize it. The reactants are: [CH2:1]([S:8][C:9]1[CH:14]=[C:13](F)[CH:12]=[C:11](Br)[C:10]=1[Cl:17])[C:2]1[CH:7]=[CH:6][CH:5]=[CH:4][CH:3]=1.[NH:18]1[CH2:22][CH2:21][CH2:20][C:19]1=[O:23]. (7) Given the product [CH3:13][CH:4]([NH:3][C:8]([C:7]1[C:2](=[O:1])[NH:3][C:4]([C:13]([F:18])([F:19])[C:14]([F:15])([F:16])[F:17])=[CH:5][CH:6]=1)=[O:10])[CH2:5][CH3:6], predict the reactants needed to synthesize it. The reactants are: [O:1]=[C:2]1[C:7]([C:8]([O:10]CC)=O)=[CH:6][CH:5]=[C:4]([C:13]([F:19])([F:18])[C:14]([F:17])([F:16])[F:15])[NH:3]1.Cl. (8) Given the product [C@H:73]1([NH:83][C:84]([C@H:86]2[NH:90][CH2:89][C@@H:88]([C:101]([O:103][CH3:104])=[O:102])[CH2:87]2)=[O:85])[C:82]2[C:77](=[CH:78][CH:79]=[CH:80][CH:81]=2)[CH2:76][CH2:75][CH2:74]1, predict the reactants needed to synthesize it. The reactants are: CC(C)(C)[C@H](NC(=O)[C@@H](NC)C)C(N1[C@H](C(N[C@H]2C3C(=CC=CC=3)CCC2)=O)CC2C(=CC(C(N[C@H]3C[C@@H](C(=O)N[C@H]4C5C(=CC=CC=5)CCC4)N(C(=O)[C@@H](NC(=O)[C@@H](NC)C)C(C)(C)C)C3)=O)=CC=2)C1)=O.[C@H:73]1([NH:83][C:84]([C@H:86]2[N:90](C(OCC3C=CC=CC=3)=O)[CH2:89][C:88]([C:101]([O:103][CH3:104])=[O:102])=[CH:87]2)=[O:85])[C:82]2[C:77](=[CH:78][CH:79]=[CH:80][CH:81]=2)[CH2:76][CH2:75][CH2:74]1. (9) Given the product [Br:1][C:2]1[CH:7]=[C:6]([OH:20])[CH:5]=[N:4][C:3]=1[O:9][CH2:10][CH:11]1[CH2:13][CH2:12]1, predict the reactants needed to synthesize it. The reactants are: [Br:1][C:2]1[C:3]([O:9][CH2:10][CH:11]2[CH2:13][CH2:12]2)=[N:4][CH:5]=[C:6](I)[CH:7]=1.C([Mg]Cl)(C)C.B(OC)(OC)[O:20]C.